Dataset: Cav3 T-type calcium channel HTS with 100,875 compounds. Task: Binary Classification. Given a drug SMILES string, predict its activity (active/inactive) in a high-throughput screening assay against a specified biological target. (1) The result is 0 (inactive). The molecule is Fc1ccc(N2CCN(C(=O)C3CN(C(=O)C3)CCC(C)C)CC2)cc1. (2) The compound is s1c(c(nc1NC(=O)c1cc(OC)c(OC)cc1)C)C. The result is 0 (inactive). (3) The molecule is S(c1[nH]c(CCC)cc(=O)n1)Cc1sc2c(n1)cccc2. The result is 0 (inactive). (4) The compound is O=C(n1nc(c2C3C(C3Cc12)(C)C)C)c1c(cc(oc1C)=O)C. The result is 0 (inactive). (5) The drug is O1CCN(Cc2n(CCC(C)C)c3c(n2)n(c(=O)n(c3=O)C)C)CC1. The result is 0 (inactive). (6) The drug is o1c2c(ccc(N(CC)CC)c2)cc(c1=O)c1oc(nn1)c1ccccc1. The result is 1 (active). (7) The result is 0 (inactive). The molecule is S(=O)(=O)(n1nc(N)c(c1)c1ccc(F)cc1)c1ccc(OCC)cc1.